From a dataset of NCI-60 drug combinations with 297,098 pairs across 59 cell lines. Regression. Given two drug SMILES strings and cell line genomic features, predict the synergy score measuring deviation from expected non-interaction effect. (1) Drug 1: CC1C(C(=O)NC(C(=O)N2CCCC2C(=O)N(CC(=O)N(C(C(=O)O1)C(C)C)C)C)C(C)C)NC(=O)C3=C4C(=C(C=C3)C)OC5=C(C(=O)C(=C(C5=N4)C(=O)NC6C(OC(=O)C(N(C(=O)CN(C(=O)C7CCCN7C(=O)C(NC6=O)C(C)C)C)C)C(C)C)C)N)C. Drug 2: C1=CN(C(=O)N=C1N)C2C(C(C(O2)CO)O)O.Cl. Cell line: RPMI-8226. Synergy scores: CSS=45.7, Synergy_ZIP=-2.58, Synergy_Bliss=-1.48, Synergy_Loewe=-21.6, Synergy_HSA=-4.30. (2) Drug 1: CC(C1=C(C=CC(=C1Cl)F)Cl)OC2=C(N=CC(=C2)C3=CN(N=C3)C4CCNCC4)N. Drug 2: C1C(C(OC1N2C=NC3=C2NC=NCC3O)CO)O. Cell line: M14. Synergy scores: CSS=1.27, Synergy_ZIP=1.18, Synergy_Bliss=5.29, Synergy_Loewe=1.80, Synergy_HSA=1.84. (3) Drug 1: CC12CCC(CC1=CCC3C2CCC4(C3CC=C4C5=CN=CC=C5)C)O. Drug 2: CC12CCC3C(C1CCC2O)C(CC4=C3C=CC(=C4)O)CCCCCCCCCS(=O)CCCC(C(F)(F)F)(F)F. Cell line: SF-539. Synergy scores: CSS=10.4, Synergy_ZIP=-1.83, Synergy_Bliss=2.31, Synergy_Loewe=3.48, Synergy_HSA=2.96.